Predict which catalyst facilitates the given reaction. From a dataset of Catalyst prediction with 721,799 reactions and 888 catalyst types from USPTO. (1) Reactant: [N+:1](=C)=[N-].[CH:4](=[C:11]1[NH:15][C:14](=[O:16])[C:13]([N+:17]([O-:19])=[O:18])=[C:12]1O)[C:5]1[CH:10]=[CH:9][CH:8]=[CH:7][CH:6]=1.N. Product: [NH2:1][C:12]1[C:11](=[CH:4][C:5]2[CH:10]=[CH:9][CH:8]=[CH:7][CH:6]=2)[NH:15][C:14](=[O:16])[C:13]=1[N+:17]([O-:19])=[O:18]. The catalyst class is: 798. (2) Reactant: [CH:1]([C:4]1[NH:5][C:6]([C:16]2[CH:21]=[CH:20][CH:19]=[C:18](B3OC(C)(C)C(C)(C)O3)[CH:17]=2)=[C:7]([C:9]2[CH:14]=[CH:13][CH:12]=[C:11]([CH3:15])[N:10]=2)[N:8]=1)([CH3:3])[CH3:2].[C:31]([C:33]1[CH:38]=[CH:37][C:36](Br)=[CH:35][N:34]=1)#N.[OH2:40].[C:41](#[N:43])C. Product: [CH:1]([C:4]1[NH:5][C:6]([C:16]2[CH:17]=[C:18]([C:36]3[CH:37]=[CH:38][C:33]([CH2:31][C:41]([NH2:43])=[O:40])=[N:34][CH:35]=3)[CH:19]=[CH:20][CH:21]=2)=[C:7]([C:9]2[CH:14]=[CH:13][CH:12]=[C:11]([CH3:15])[N:10]=2)[N:8]=1)([CH3:3])[CH3:2]. The catalyst class is: 843. (3) Reactant: [OH:1][C:2]1[CH:7]=[CH:6][C:5]([N+:8]([O-:10])=[O:9])=[CH:4][C:3]=1[C:11](=O)[CH3:12].Br[CH2:15][C:16]([CH:18]1[CH2:23][CH2:22][CH2:21][CH2:20][CH2:19]1)=[O:17].C(=O)([O-])[O-].[K+].[K+].Cl. Product: [CH:18]1([C:16]([C:15]2[O:1][C:2]3[CH:7]=[CH:6][C:5]([N+:8]([O-:10])=[O:9])=[CH:4][C:3]=3[C:11]=2[CH3:12])=[O:17])[CH2:23][CH2:22][CH2:21][CH2:20][CH2:19]1. The catalyst class is: 9. (4) Reactant: [CH3:1][C:2]1[C:7]([C:8]([O:10]CC)=[O:9])=[C:6]([NH:13][C:14]2[CH:19]=[CH:18][CH:17]=[C:16]([CH3:20])[CH:15]=2)[N:5]=[C:4]([S:21][CH3:22])[N:3]=1.[OH-].[Na+].C(O)C. Product: [CH3:1][C:2]1[C:7]([C:8]([OH:10])=[O:9])=[C:6]([NH:13][C:14]2[CH:19]=[CH:18][CH:17]=[C:16]([CH3:20])[CH:15]=2)[N:5]=[C:4]([S:21][CH3:22])[N:3]=1. The catalyst class is: 6. (5) Product: [Cl:62]([O-:66])(=[O:65])(=[O:64])=[O:63].[CH3:23][N+:16]1[C:17]2[C:22](=[CH:21][CH:20]=[CH:19][CH:18]=2)[C:13](=[CH:54][CH:46]2[N:45]([CH2:44][CH2:43][CH2:42][OH:41])[C:49]3[CH:50]=[CH:51][CH:52]=[CH:53][C:48]=3[S:47]2)[CH2:14][C:15]=1[C:24]1[CH:29]=[CH:28][CH:27]=[CH:26][CH:25]=1. The catalyst class is: 6. Reactant: C1(C)C=CC(S([O-])(=O)=O)=CC=1.Cl[C:13]1[C:22]2[C:17](=[CH:18][CH:19]=[CH:20][CH:21]=2)[N+:16]([CH3:23])=[C:15]([C:24]2[CH:29]=[CH:28][CH:27]=[CH:26][CH:25]=2)[CH:14]=1.C1(C)C=CC(S([O-])(=O)=O)=CC=1.[OH:41][CH2:42][CH2:43][CH2:44][N+:45]1[C:49]2[CH:50]=[CH:51][CH:52]=[CH:53][C:48]=2[S:47][C:46]=1[CH3:54].C(N(CC)CC)C.[Cl:62]([O-:66])(=[O:65])(=[O:64])=[O:63].[Na+]. (6) The catalyst class is: 8. Reactant: [N+:1]([C:4]1[CH:9]=[CH:8][C:7]([C:10](=[O:16])[C:11](OCC)=[O:12])=[CH:6][CH:5]=1)([O-:3])=[O:2].[BH4-].[Na+]. Product: [N+:1]([C:4]1[CH:5]=[CH:6][C:7]([CH:10]([OH:16])[CH2:11][OH:12])=[CH:8][CH:9]=1)([O-:3])=[O:2]. (7) Reactant: ClC1C=CC(S[CH:9]2[C:18]3[C:13](=[C:14]([F:20])[CH:15]=[CH:16][C:17]=3[F:19])[O:12][CH2:11][CH:10]2O)=CC=1.[CH:22]1[CH:27]=[C:26]([Cl:28])[CH:25]=[C:24](C(OO)=O)[CH:23]=1.[O-:33][S:34]([O-:37])(=S)=O.[Na+].[Na+].S(Cl)(C)(=O)=O.C(N(CC)CC)C. Product: [Cl:28][C:26]1[CH:27]=[CH:22][C:23]([S:34]([C:9]2[C:18]3[C:13](=[C:14]([F:20])[CH:15]=[CH:16][C:17]=3[F:19])[O:12][CH2:11][CH:10]=2)(=[O:37])=[O:33])=[CH:24][CH:25]=1. The catalyst class is: 34. (8) Reactant: [NH2:1][CH:2]1[CH2:8][CH2:7][N:6]([C:9]2[N:13]([CH3:14])[N:12]=[CH:11][C:10]=2[N+:15]([O-:17])=[O:16])[CH2:5][CH:4]([OH:18])[CH2:3]1.[C:19](O[C:19]([O:21][C:22]([CH3:25])([CH3:24])[CH3:23])=[O:20])([O:21][C:22]([CH3:25])([CH3:24])[CH3:23])=[O:20].CCN(C(C)C)C(C)C. Product: [OH:18][CH:4]1[CH2:5][N:6]([C:9]2[N:13]([CH3:14])[N:12]=[CH:11][C:10]=2[N+:15]([O-:17])=[O:16])[CH2:7][CH2:8][CH:2]([NH:1][C:19](=[O:20])[O:21][C:22]([CH3:25])([CH3:24])[CH3:23])[CH2:3]1. The catalyst class is: 2. (9) Reactant: [CH2:1]([N:3]([CH2:13][CH3:14])[C:4](=[O:12])[C:5]1[CH:10]=[CH:9][C:8]([OH:11])=[CH:7][CH:6]=1)[CH3:2].C([O-])([O-])=O.[K+].[K+].Cl.Cl[CH2:23][CH2:24][N:25]1[CH2:30][CH2:29][O:28][CH2:27][CH2:26]1. Product: [CH2:13]([N:3]([CH2:1][CH3:2])[C:4](=[O:12])[C:5]1[CH:10]=[CH:9][C:8]([O:11][CH2:23][CH2:24][N:25]2[CH2:30][CH2:29][O:28][CH2:27][CH2:26]2)=[CH:7][CH:6]=1)[CH3:14]. The catalyst class is: 3.